This data is from Forward reaction prediction with 1.9M reactions from USPTO patents (1976-2016). The task is: Predict the product of the given reaction. (1) The product is: [C:2]([O:5][C:6]([N:8]1[CH2:11][C:10]2([CH2:12][N:13]([CH2:15][CH2:16][OH:19])[CH2:14]2)[CH2:9]1)=[O:7])([CH3:1])([CH3:3])[CH3:4]. Given the reactants [CH3:1][C:2]([O:5][C:6]([N:8]1[CH2:11][C:10]2([CH2:14][NH:13][CH2:12]2)[CH2:9]1)=[O:7])([CH3:4])[CH3:3].[CH3:15][C:16]([O:19]C(N1CC2(CNC2)C1)=O)(C)C.C(O)(C(O)=O)=O.BrCCO.C([O-])([O-])=O.[K+].[K+], predict the reaction product. (2) Given the reactants [C:1]1([C:7]2[CH:34]=[CH:33][C:10]3[N:11]=[C:12]([CH2:14][C:15]4[O:19][C:18]([CH2:20][NH:21][S:22]([NH:25]C(=O)OC(C)(C)C)(=[O:24])=[O:23])=[N:17][N:16]=4)[S:13][C:9]=3[CH:8]=2)[CH:6]=[CH:5][CH:4]=[CH:3][CH:2]=1.C(O)(C(F)(F)F)=O, predict the reaction product. The product is: [C:1]1([C:7]2[CH:34]=[CH:33][C:10]3[N:11]=[C:12]([CH2:14][C:15]4[O:19][C:18]([CH2:20][NH:21][S:22](=[O:23])(=[O:24])[NH2:25])=[N:17][N:16]=4)[S:13][C:9]=3[CH:8]=2)[CH:2]=[CH:3][CH:4]=[CH:5][CH:6]=1.